Dataset: Forward reaction prediction with 1.9M reactions from USPTO patents (1976-2016). Task: Predict the product of the given reaction. (1) Given the reactants [Cl:1][C:2]1[CH:3]=[CH:4][C:5]2[O:14][CH2:13][CH2:12][C:11]3[CH:10]=[C:9]([C:15](O)=[O:16])[S:8][C:7]=3[C:6]=2[N:18]=1.C([N:22](CC)C(C)C)(C)C.[Cl-].[NH4+].CN(C(ON1N=NC2C=CC=NC1=2)=[N+](C)C)C.F[P-](F)(F)(F)(F)F.C(=O)(O)[O-].[Na+], predict the reaction product. The product is: [Cl:1][C:2]1[CH:3]=[CH:4][C:5]2[O:14][CH2:13][CH2:12][C:11]3[CH:10]=[C:9]([C:15]([NH2:22])=[O:16])[S:8][C:7]=3[C:6]=2[N:18]=1. (2) Given the reactants [CH3:1][O:2][NH2:3].Cl.[CH3:5][O:6][C:7]1[CH:8]=[C:9]2[C:14](=[CH:15][CH:16]=1)[C:13](=O)[CH2:12][CH2:11][CH2:10]2, predict the reaction product. The product is: [CH3:1][O:2][N:3]=[C:13]1[C:14]2[C:9](=[CH:8][C:7]([O:6][CH3:5])=[CH:16][CH:15]=2)[CH2:10][CH2:11][CH2:12]1. (3) Given the reactants [CH2:1]1[C:5]2([CH2:10][CH2:9][NH:8][CH2:7][CH2:6]2)[CH2:4][CH2:3][N:2]1C(OC(C)(C)C)=O.[Cl:18][C:19]1[CH:24]=[CH:23][N:22]=[C:21]([CH3:25])[CH:20]=1.[CH2:26](N(C(C)C)C(C)C)C, predict the reaction product. The product is: [ClH:18].[CH3:26][C:23]1[CH:24]=[C:19]([N:8]2[CH2:7][CH2:6][C:5]3([CH2:1][NH:2][CH2:3][CH2:4]3)[CH2:10][CH2:9]2)[CH:20]=[C:21]([CH3:25])[N:22]=1. (4) Given the reactants OC(C)(C)C[C@@:4]1([C:28]2[CH:33]=[CH:32][CH:31]=[CH:30][CH:29]=2)[O:9][C:8](=[O:10])[N:7]([C@H](C2C=CC(B3OC(C)(C)C(C)(C)O3)=CC=2)C)[CH2:6][CH2:5]1.BrC1C=CC(=O)N(C(C)C)C=1.C([O-])([O-])=O.[Cs+].[Cs+], predict the reaction product. The product is: [C:28]1([CH:4]2[O:9][C:8](=[O:10])[NH:7][CH2:6][CH2:5]2)[CH:29]=[CH:30][CH:31]=[CH:32][CH:33]=1.